Dataset: Full USPTO retrosynthesis dataset with 1.9M reactions from patents (1976-2016). Task: Predict the reactants needed to synthesize the given product. (1) Given the product [F:34][C:35]1[CH:36]=[C:37]([C:42]2[CH:43]=[C:44]([CH2:6][N:8]3[CH2:13][CH2:12][N:11]([CH3:14])[CH2:10][CH2:9]3)[C:45](=[O:52])[N:46]([CH2:48][CH:49]([CH3:50])[CH3:51])[N:47]=2)[CH:38]=[CH:39][C:40]=1[CH3:41], predict the reactants needed to synthesize it. The reactants are: C(O[C:6]([N:8]1[CH2:13][CH2:12][N:11]([C:14]2C(=O)N(CC(C)C)N=C(C3C=CC(C)=C(F)C=3)C=2C)[CH2:10][CH2:9]1)=O)(C)(C)C.[F:34][C:35]1[CH:36]=[C:37]([C:42]2[C:43](C)=[C:44](OS(C)(=O)=O)[C:45](=[O:52])[N:46]([CH2:48][CH:49]([CH3:51])[CH3:50])[N:47]=2)[CH:38]=[CH:39][C:40]=1[CH3:41].CN1CCNCC1. (2) The reactants are: [CH3:1][N:2]([CH3:19])[CH2:3][CH2:4][O:5][C:6]1[C:13]([CH3:14])=[C:12]([O:15][CH2:16][CH2:17][CH3:18])[CH:11]=[CH:10][C:7]=1[CH:8]=[O:9].[ClH:20]. Given the product [ClH:20].[CH3:19][N:2]([CH3:1])[CH2:3][CH2:4][O:5][C:6]1[C:13]([CH3:14])=[C:12]([O:15][CH2:16][CH2:17][CH3:18])[CH:11]=[CH:10][C:7]=1[CH:8]=[O:9], predict the reactants needed to synthesize it. (3) Given the product [CH3:22][C:17]1[C:16]([C:10]2[C:11]([O:14][CH3:15])=[CH:12][C:13]3[C:4]4[N:3]([CH2:24][CH:25]5[CH2:30][CH2:29][O:28][CH2:27][CH2:26]5)[C:2]([NH:34][CH2:33][CH2:31][OH:32])=[N:23][C:5]=4[CH:6]=[N:7][C:8]=3[CH:9]=2)=[C:20]([CH3:21])[O:19][N:18]=1, predict the reactants needed to synthesize it. The reactants are: Cl[C:2]1[N:3]([CH2:24][CH:25]2[CH2:30][CH2:29][O:28][CH2:27][CH2:26]2)[C:4]2[C:13]3[CH:12]=[C:11]([O:14][CH3:15])[C:10]([C:16]4[C:17]([CH3:22])=[N:18][O:19][C:20]=4[CH3:21])=[CH:9][C:8]=3[N:7]=[CH:6][C:5]=2[N:23]=1.[CH2:31]([CH2:33][NH2:34])[OH:32]. (4) Given the product [C:37]([O:56][C:6]([NH:8][C@H:9]([C:24]([OH:27])=[O:25])[C@@H:10]([O:13][C:14]([CH3:17])([CH3:15])[CH3:16])[CH2:11][CH3:12])=[O:5])([CH3:42])([CH3:39])[CH3:36], predict the reactants needed to synthesize it. The reactants are: C([O:5][C:6]([NH:8][C@H:9](C1C=CC=CC=1)[C@@H:10]([O:13][C:14]([CH3:17])([CH3:16])[CH3:15])[CH2:11][CH3:12])=O)(C)(C)C.[C:24]([O-:27])(O)=[O:25].[Na+].CCOC(C)=O.C(O)(=O)[CH2:36][C:37]([CH2:42]C(O)=O)([C:39](O)=O)O.C(Cl)(Cl)(Cl)Cl.CC#N.[OH2:56]. (5) The reactants are: [C:1]([O:5][CH2:6][CH3:7])(=[O:4])[C:2]#[CH:3].C[Si]([N:12]=[N+:13]=[N-:14])(C)C. Given the product [N:12]1[NH:13][N:14]=[C:2]([C:1]([O:5][CH2:6][CH3:7])=[O:4])[CH:3]=1, predict the reactants needed to synthesize it. (6) Given the product [Cl:1][C:2]1[CH:3]=[CH:4][C:5]([O:31][CH3:32])=[C:6]([N:8]([CH2:19][CH2:20][C:21]2[CH:26]=[CH:25][C:24]([C:27]([F:30])([F:29])[F:28])=[CH:23][CH:22]=2)[C:9](=[O:18])[C:10](=[N:34][OH:33])[C:11]2[CH:16]=[CH:15][CH:14]=[CH:13][CH:12]=2)[CH:7]=1, predict the reactants needed to synthesize it. The reactants are: [Cl:1][C:2]1[CH:3]=[CH:4][C:5]([O:31][CH3:32])=[C:6]([N:8]([CH2:19][CH2:20][C:21]2[CH:26]=[CH:25][C:24]([C:27]([F:30])([F:29])[F:28])=[CH:23][CH:22]=2)[C:9](=[O:18])[C:10](=O)[C:11]2[CH:16]=[CH:15][CH:14]=[CH:13][CH:12]=2)[CH:7]=1.[OH:33][NH2:34].Cl.N1C(C)=CC=CC=1C. (7) Given the product [Br:1][C:2]1[C:7]([F:8])=[CH:6][C:5]([S:9]([NH:17][CH:14]([CH3:16])[CH3:15])(=[O:11])=[O:10])=[C:4]([F:13])[CH:3]=1, predict the reactants needed to synthesize it. The reactants are: [Br:1][C:2]1[C:7]([F:8])=[CH:6][C:5]([S:9](Cl)(=[O:11])=[O:10])=[C:4]([F:13])[CH:3]=1.[CH:14]([NH2:17])([CH3:16])[CH3:15]. (8) Given the product [Cl:14][C:5]1[C:6]([CH:9]([O:12][CH3:13])[O:10][CH3:11])=[C:7]([NH2:8])[C:2]([C:20]2[N:16]([CH3:15])[N:17]=[CH:18][CH:19]=2)=[N:3][CH:4]=1, predict the reactants needed to synthesize it. The reactants are: Br[C:2]1[C:7]([NH2:8])=[C:6]([CH:9]([O:12][CH3:13])[O:10][CH3:11])[C:5]([Cl:14])=[CH:4][N:3]=1.[CH3:15][N:16]1[C:20](B2OC(C)(C)C(C)(C)O2)=[CH:19][CH:18]=[N:17]1.C(=O)([O-])[O-].[Na+].[Na+]. (9) Given the product [CH3:5][N:6]1[CH2:11][CH2:10][N:9]([CH2:12][C:13]2[CH:18]=[CH:17][C:16]([NH:19][C:26]([C:28]3[C:37]4[C:32](=[CH:33][C:34]([CH2:38][C:39]5[CH:44]=[C:43]([NH:45][C:46](=[O:48])[CH3:47])[N:42]=[CH:41][N:40]=5)=[CH:35][CH:36]=4)[CH:31]=[CH:30][CH:29]=3)=[O:25])=[CH:15][C:14]=2[C:20]([F:23])([F:21])[F:22])[CH2:8][CH2:7]1, predict the reactants needed to synthesize it. The reactants are: C[Al](C)C.[CH3:5][N:6]1[CH2:11][CH2:10][N:9]([CH2:12][C:13]2[CH:18]=[CH:17][C:16]([NH2:19])=[CH:15][C:14]=2[C:20]([F:23])([F:22])[F:21])[CH2:8][CH2:7]1.C[O:25][C:26]([C:28]1[C:37]2[C:32](=[CH:33][C:34]([CH2:38][C:39]3[CH:44]=[C:43]([NH:45][C:46](=[O:48])[CH3:47])[N:42]=[CH:41][N:40]=3)=[CH:35][CH:36]=2)[CH:31]=[CH:30][CH:29]=1)=O.[Cl-].[NH4+].